This data is from Forward reaction prediction with 1.9M reactions from USPTO patents (1976-2016). The task is: Predict the product of the given reaction. (1) The product is: [S:1](=[O:34])(=[O:35])([O:3][CH2:4][C@@H:5]1[C@@H:12]([OH:11])[C@@H:8]([OH:9])[C@H:7]([C:15]2[C:19]3[N:20]=[CH:21][N:22]=[C:23]([NH:24][C@@H:25]4[C:33]5[C:28](=[CH:29][CH:30]=[CH:31][CH:32]=5)[CH2:27][CH2:26]4)[C:18]=3[NH:17][CH:16]=2)[O:6]1)[NH2:2]. Given the reactants [S:1](=[O:35])(=[O:34])([O:3][CH2:4][C@@H:5]1[C@@H:12]2[C@@H:8]([O:9]C(C)(C)[O:11]2)[C@H:7]([C:15]2[C:19]3[N:20]=[CH:21][N:22]=[C:23]([NH:24][C@@H:25]4[C:33]5[C:28](=[CH:29][CH:30]=[CH:31][CH:32]=5)[CH2:27][CH2:26]4)[C:18]=3[NH:17][CH:16]=2)[O:6]1)[NH2:2], predict the reaction product. (2) Given the reactants [O:1]1[CH2:5][CH2:4]OC1.FC1C=CC(NC(=O)OC(C)(C)C)=C(NC2N=C(N[C@H:29]3[C:38]4C(=CC=C[CH:37]=4)[C:32](=[O:39])[CH2:31][CH2:30]3)C([N+]([O-])=O)=CN=2)C=1.FC1C=CC(NC(=O)OC(C)(C)C)=C(NC2N=C(SC#N)C([N+]([O-])=O)=CN=2)C=1.[NH2:71][C@H:72]1[C:81]2[C:76](=[CH:77][CH:78]=[CH:79][CH:80]=2)[C:75](=[O:82])[CH2:74][CH2:73]1, predict the reaction product. The product is: [O:82]=[C:75]1[C:76]2[C:81](=[CH:80][CH:79]=[CH:78][CH:77]=2)[C@H:72]([N:71]2[C:5](=[O:1])[C:4]3[C:31](=[CH:30][CH:29]=[CH:38][CH:37]=3)[C:32]2=[O:39])[CH2:73][CH2:74]1. (3) Given the reactants [C:1]([C:4]1[CH:13]=[CH:12][C:11]2[C:6](=[CH:7][CH:8]=[CH:9][CH:10]=2)[CH:5]=1)(=[O:3])[CH3:2].[F:14][C:15]1[CH:20]=[CH:19][C:18]([C:21]2[N:22]=[C:23]3[N:27]([C:28]=2[CH:29]=O)[CH:26]=[CH:25][S:24]3)=[CH:17][CH:16]=1.[OH-].[Na+], predict the reaction product. The product is: [F:14][C:15]1[CH:16]=[CH:17][C:18]([C:21]2[N:22]=[C:23]3[N:27]([C:28]=2/[CH:29]=[CH:2]/[C:1]([C:4]2[CH:13]=[CH:12][C:11]4[C:6](=[CH:7][CH:8]=[CH:9][CH:10]=4)[CH:5]=2)=[O:3])[CH:26]=[CH:25][S:24]3)=[CH:19][CH:20]=1. (4) Given the reactants [F:1][CH:2]([F:22])[O:3][C:4]1[CH:5]=[CH:6][C:7]2[CH:13]([CH3:14])[CH2:12][N:11](C(=O)C(F)(F)F)[CH2:10][CH2:9][C:8]=2[N:21]=1.C([O-])([O-])=O.[K+].[K+].CO, predict the reaction product. The product is: [F:22][CH:2]([F:1])[O:3][C:4]1[CH:5]=[CH:6][C:7]2[CH:13]([CH3:14])[CH2:12][NH:11][CH2:10][CH2:9][C:8]=2[N:21]=1. (5) The product is: [ClH:41].[NH2:17][CH2:16][C:13]1[S:12][C:11]([C@H:10]([N:24]([CH2:37][CH:38]([CH3:40])[CH3:39])[S:25]([C:28]2[CH:36]=[CH:35][C:31]3[N:32]=[CH:33][S:34][C:30]=3[CH:29]=2)(=[O:27])=[O:26])[CH2:9][OH:8])=[CH:15][CH:14]=1. Given the reactants [Si]([O:8][CH2:9][C@@H:10]([N:24]([CH2:37][CH:38]([CH3:40])[CH3:39])[S:25]([C:28]1[CH:36]=[CH:35][C:31]2[N:32]=[CH:33][S:34][C:30]=2[CH:29]=1)(=[O:27])=[O:26])[C:11]1[S:12][C:13]([CH2:16][NH:17]S(C(C)(C)C)=O)=[CH:14][CH:15]=1)(C(C)(C)C)(C)C.[ClH:41].O1CCOCC1, predict the reaction product. (6) Given the reactants Cl[C:2]1[CH:11]=[CH:10][C:9]2[C:8]([C:12]([NH:14][CH2:15][C:16]34[CH2:25][CH:20]5[CH2:21][CH:22]([CH2:24][CH:18]([CH2:19]5)[CH2:17]3)[CH2:23]4)=[O:13])=[C:7]([Cl:26])[CH:6]=[CH:5][C:4]=2[N:3]=1.C(N(CC)CC)C.[NH:34]1[CH2:39][CH2:38][CH:37]([OH:40])[CH2:36][CH2:35]1, predict the reaction product. The product is: [Cl:26][C:7]1[CH:6]=[CH:5][C:4]2[N:3]=[C:2]([N:34]3[CH2:39][CH2:38][CH:37]([OH:40])[CH2:36][CH2:35]3)[CH:11]=[CH:10][C:9]=2[C:8]=1[C:12]([NH:14][CH2:15][C:16]12[CH2:17][CH:18]3[CH2:24][CH:22]([CH2:21][CH:20]([CH2:19]3)[CH2:25]1)[CH2:23]2)=[O:13].